Dataset: NCI-60 drug combinations with 297,098 pairs across 59 cell lines. Task: Regression. Given two drug SMILES strings and cell line genomic features, predict the synergy score measuring deviation from expected non-interaction effect. (1) Drug 1: COC1=C(C=C2C(=C1)N=CN=C2NC3=CC(=C(C=C3)F)Cl)OCCCN4CCOCC4. Drug 2: CC(C)NC(=O)C1=CC=C(C=C1)CNNC.Cl. Cell line: OVCAR3. Synergy scores: CSS=30.5, Synergy_ZIP=-1.84, Synergy_Bliss=1.39, Synergy_Loewe=-11.3, Synergy_HSA=1.38. (2) Drug 1: CC1OCC2C(O1)C(C(C(O2)OC3C4COC(=O)C4C(C5=CC6=C(C=C35)OCO6)C7=CC(=C(C(=C7)OC)O)OC)O)O. Drug 2: C1CN1P(=S)(N2CC2)N3CC3. Cell line: SN12C. Synergy scores: CSS=35.9, Synergy_ZIP=-10.4, Synergy_Bliss=-0.870, Synergy_Loewe=-10.8, Synergy_HSA=3.45. (3) Drug 1: C1C(C(OC1N2C=C(C(=O)NC2=O)F)CO)O. Drug 2: C1C(C(OC1N2C=NC3=C2NC=NCC3O)CO)O. Cell line: SK-MEL-28. Synergy scores: CSS=14.4, Synergy_ZIP=-7.54, Synergy_Bliss=0.734, Synergy_Loewe=-18.6, Synergy_HSA=0.204. (4) Cell line: NCI-H460. Drug 2: CC1=C(C=C(C=C1)C(=O)NC2=CC(=CC(=C2)C(F)(F)F)N3C=C(N=C3)C)NC4=NC=CC(=N4)C5=CN=CC=C5. Drug 1: C1=C(C(=O)NC(=O)N1)N(CCCl)CCCl. Synergy scores: CSS=12.7, Synergy_ZIP=-4.42, Synergy_Bliss=-10.9, Synergy_Loewe=-7.80, Synergy_HSA=-9.28. (5) Drug 1: CCCS(=O)(=O)NC1=C(C(=C(C=C1)F)C(=O)C2=CNC3=C2C=C(C=N3)C4=CC=C(C=C4)Cl)F. Drug 2: CC1=C(C(CCC1)(C)C)C=CC(=CC=CC(=CC(=O)O)C)C. Cell line: MDA-MB-435. Synergy scores: CSS=27.7, Synergy_ZIP=3.85, Synergy_Bliss=4.39, Synergy_Loewe=-10.4, Synergy_HSA=2.93.